Dataset: Forward reaction prediction with 1.9M reactions from USPTO patents (1976-2016). Task: Predict the product of the given reaction. Given the reactants O=[C:2]([NH:13][NH:14][C:15](=[O:20])[C:16]([F:19])([F:18])[F:17])[C@H:3]([NH:5][C:6](=[O:12])[O:7][C:8]([CH3:11])([CH3:10])[CH3:9])[CH3:4].CCN(C(C)C)C(C)C.C1(P(C2C=CC=CC=2)C2C=CC=CC=2)C=CC=CC=1.ClC(Cl)(Cl)C(Cl)(Cl)Cl, predict the reaction product. The product is: [F:19][C:16]([F:17])([F:18])[C:15]1[O:20][C:2]([C@H:3]([NH:5][C:6](=[O:12])[O:7][C:8]([CH3:9])([CH3:10])[CH3:11])[CH3:4])=[N:13][N:14]=1.